Dataset: Full USPTO retrosynthesis dataset with 1.9M reactions from patents (1976-2016). Task: Predict the reactants needed to synthesize the given product. Given the product [OH:39][CH2:38][CH2:37][NH:36][C:32]1[C:27]2[S:26][CH:25]=[C:24]([C:22]([NH:21][C:3]3[CH:4]=[C:5]([C:8](=[O:20])[NH:9][C:10]4[CH:15]=[CH:14][CH:13]=[C:12]([C:16]([F:17])([F:19])[F:18])[CH:11]=4)[CH:6]=[CH:7][C:2]=3[CH3:1])=[O:23])[C:28]=2[N:29]=[CH:30][N:31]=1, predict the reactants needed to synthesize it. The reactants are: [CH3:1][C:2]1[CH:7]=[CH:6][C:5]([C:8](=[O:20])[NH:9][C:10]2[CH:15]=[CH:14][CH:13]=[C:12]([C:16]([F:19])([F:18])[F:17])[CH:11]=2)=[CH:4][C:3]=1[NH:21][C:22]([C:24]1[C:28]2[N:29]=[CH:30][N:31]=[C:32](S(C)=O)[C:27]=2[S:26][CH:25]=1)=[O:23].[NH2:36][CH2:37][CH2:38][OH:39].